From a dataset of Full USPTO retrosynthesis dataset with 1.9M reactions from patents (1976-2016). Predict the reactants needed to synthesize the given product. Given the product [OH:2][C:3]1[CH:4]=[CH:5][C:6]([C:9]2[CH:10]=[C:11]3[C:16](=[CH:17][CH:18]=2)[C:15](=[O:19])[CH2:14][CH2:13][CH2:12]3)=[CH:7][CH:8]=1, predict the reactants needed to synthesize it. The reactants are: C[O:2][C:3]1[CH:8]=[CH:7][C:6]([C:9]2[CH:10]=[C:11]3[C:16](=[CH:17][CH:18]=2)[C:15](=[O:19])[CH2:14][CH2:13][CH2:12]3)=[CH:5][CH:4]=1.C(=O)=O.CC(C)=O.B(Br)(Br)Br.CC#N.